Task: Regression/Classification. Given a drug SMILES string, predict its toxicity properties. Task type varies by dataset: regression for continuous values (e.g., LD50, hERG inhibition percentage) or binary classification for toxic/non-toxic outcomes (e.g., AMES mutagenicity, cardiotoxicity, hepatotoxicity). Dataset: ames.. Dataset: Ames mutagenicity test results for genotoxicity prediction (1) The molecule is CNC1C(O)C(OC2C(NC(=O)C(O)CN)CC(N)C(OC3CC(CN)C(O)C(O)C3O)C2O)CCC1(C)O. The result is 0 (non-mutagenic). (2) The drug is N=C(N)N=C(N)NCCc1ccccc1. The result is 0 (non-mutagenic). (3) The molecule is COC(=O)[C@]1(C(N)=O)O[C@@]1(C)[C@H](O)C(C)C. The result is 1 (mutagenic). (4) The compound is O=C1C(=O)c2cccc3cccc1c23. The result is 1 (mutagenic). (5) The compound is O=S(=O)(Nc1ccccc1Cl)c1cccc2cccnc12. The result is 0 (non-mutagenic). (6) The compound is c1ccc2cc3c(ccc4ccncc43)cc2c1. The result is 1 (mutagenic). (7) The compound is O=c1oc2cccc(O)c2cc1[C@@H]1CCc2ccccc2C1. The result is 0 (non-mutagenic). (8) The molecule is Cc1cc(O)c2c(c1)C(=O)C13C(=C2O)C(=O)C2C(O)C1C1C(O)C3C(=O)C3=C(O)c4c(O)cc(C)cc4C(=O)C321. The result is 0 (non-mutagenic). (9) The drug is Oc1ccc(-c2ccc(O)cc2)cc1. The result is 0 (non-mutagenic). (10) The molecule is Cc1ccc([N+](=O)[O-])c(C(=O)O)c1. The result is 1 (mutagenic).